Dataset: Catalyst prediction with 721,799 reactions and 888 catalyst types from USPTO. Task: Predict which catalyst facilitates the given reaction. (1) Reactant: [F:1][C:2]1[CH:7]=[CH:6][CH:5]=[C:4]([F:8])[C:3]=1[C:9]([N:11]1[CH2:16][CH2:15][NH:14][CH2:13][CH2:12]1)=[O:10].CO.C(N(CC)CC)C.Cl[C:27]1[N:32]=[C:31]([CH3:33])[C:30]([N+:34]([O-:36])=[O:35])=[CH:29][CH:28]=1. Product: [F:8][C:4]1[CH:5]=[CH:6][CH:7]=[C:2]([F:1])[C:3]=1[C:9]([N:11]1[CH2:12][CH2:13][N:14]([C:27]2[CH:28]=[CH:29][C:30]([N+:34]([O-:36])=[O:35])=[C:31]([CH3:33])[N:32]=2)[CH2:15][CH2:16]1)=[O:10]. The catalyst class is: 6. (2) Reactant: CO[C:3]([C:5]1[CH:28]=[CH:27][C:8]([CH2:9][N:10]2[C:14]([C:15]([OH:17])=O)=[CH:13][C:12]([C:18]3[CH:23]=[C:22]([F:24])[C:21]([F:25])=[C:20]([F:26])[CH:19]=3)=[N:11]2)=[CH:7][CH:6]=1)=[O:4].[F:29][C:30]([F:40])([F:39])[O:31][C:32]1[CH:38]=[CH:37][C:35]([NH2:36])=[CH:34][CH:33]=1.C1C=[N:45][C:44]2[N:47](O)[N:48]=[N:49]C=2C=1.CC[N:53](C(C)C)C(C)C.C(Cl)CCl. Product: [NH:47]1[C:44]([NH:53][C:3]([C:5]2[CH:28]=[CH:27][C:8]([CH2:9][N:10]3[C:14]([C:15]([NH:36][C:35]4[CH:37]=[CH:38][C:32]([O:31][C:30]([F:39])([F:40])[F:29])=[CH:33][CH:34]=4)=[O:17])=[CH:13][C:12]([C:18]4[CH:19]=[C:20]([F:26])[C:21]([F:25])=[C:22]([F:24])[CH:23]=4)=[N:11]3)=[CH:7][CH:6]=2)=[O:4])=[N:45][N:49]=[N:48]1. The catalyst class is: 39. (3) Reactant: Cl.[CH3:2][NH:3][CH3:4].C(N(CC)CC)C.[I:12][C:13]1[CH:21]=[CH:20][C:16]([C:17](Cl)=[O:18])=[CH:15][CH:14]=1. Product: [I:12][C:13]1[CH:21]=[CH:20][C:16]([C:17]([N:3]([CH3:4])[CH3:2])=[O:18])=[CH:15][CH:14]=1. The catalyst class is: 4.